Dataset: Merck oncology drug combination screen with 23,052 pairs across 39 cell lines. Task: Regression. Given two drug SMILES strings and cell line genomic features, predict the synergy score measuring deviation from expected non-interaction effect. (1) Drug 1: N#Cc1ccc(Cn2cncc2CN2CCN(c3cccc(Cl)c3)C(=O)C2)cc1. Drug 2: CCN(CC)CCNC(=O)c1c(C)[nH]c(C=C2C(=O)Nc3ccc(F)cc32)c1C. Cell line: DLD1. Synergy scores: synergy=10.3. (2) Drug 1: CN1C(=O)C=CC2(C)C3CCC4(C)C(NC(=O)OCC(F)(F)F)CCC4C3CCC12. Drug 2: COC12C(COC(N)=O)C3=C(C(=O)C(C)=C(N)C3=O)N1CC1NC12. Cell line: RPMI7951. Synergy scores: synergy=-1.04. (3) Drug 1: CCC1(O)CC2CN(CCc3c([nH]c4ccccc34)C(C(=O)OC)(c3cc4c(cc3OC)N(C)C3C(O)(C(=O)OC)C(OC(C)=O)C5(CC)C=CCN6CCC43C65)C2)C1. Drug 2: COC1CC2CCC(C)C(O)(O2)C(=O)C(=O)N2CCCCC2C(=O)OC(C(C)CC2CCC(OP(C)(C)=O)C(OC)C2)CC(=O)C(C)C=C(C)C(O)C(OC)C(=O)C(C)CC(C)C=CC=CC=C1C. Cell line: SW620. Synergy scores: synergy=22.7. (4) Drug 1: O=C(O)C1(Cc2cccc(Nc3nccs3)n2)CCC(Oc2cccc(Cl)c2F)CC1. Cell line: LNCAP. Synergy scores: synergy=-5.60. Drug 2: COC1CC2CCC(C)C(O)(O2)C(=O)C(=O)N2CCCCC2C(=O)OC(C(C)CC2CCC(OP(C)(C)=O)C(OC)C2)CC(=O)C(C)C=C(C)C(O)C(OC)C(=O)C(C)CC(C)C=CC=CC=C1C.